From a dataset of Drug-target binding data from BindingDB using IC50 measurements. Regression. Given a target protein amino acid sequence and a drug SMILES string, predict the binding affinity score between them. We predict pIC50 (pIC50 = -log10(IC50 in M); higher means more potent). Dataset: bindingdb_ic50. (1) The drug is CCCN(Cc1ccc2nc(N)nc(N)c2c1)c1ccc(OC)c(OCCCCC(=O)OC)c1. The target protein (Q27793) has sequence MSLFKIRMPETVAEGTRLALRAFSLVVAVDEHGGIGDGRSIPWNVPEDMKFFRDLTTKLRGKNVKPSPAKRNAVVMGRKTWDSIPPKFRPLPGRLNVVLSSTLTTQHLLDGLPDEEKRNLHADSIVAVNGGLEQALRLLASPNYTPSIETVYCIGGGSVYAEALRPPCVHLLQAIYRTTIRASESSCSVFFRVPESGTEAAAGIEWQRETISEELTSANGNETKYYFEKLIPRNREEEQYLSLVDRIIREGNVKHDRTGVGTLSIFGAQMRFSLRNNRLPLLTTKRVFWRGVCEELLWFLRGETYAKKLSDKGVHIWDDNGSRAFLDSRGLTEYEEMDLGPVYGFQWRHFGAAYTHHDANYDGQGVDQIKAIVETLKTNPDDRRMLFTAWNPSALPRMALPPCHLLAQFYVSNGELSCMLYQRSCDMGLGVPFNIASYALLTILIAKATGLRPGELVHTLGDAHVYSNHVEPCNEQLKRVPRAFPYLVFRREREFLEDYE.... The pIC50 is 6.4. (2) The drug is CCc1nc(N)nc(N)c1C#CCc1cccc(-c2ccncc2)c1. The target protein sequence is MKVSLIAAMDKNRVIGKENDIPWRIPKDWEYVKNTTKGHPIILGRKNLESIGRALPDRRNIILTRDKGFTFNGCEIVHSIEDVFELCKNEEEIFIFGGEQIYNLFFPYVEKMYITKIHHEFEGDTFFPEVNYEEWNEVFAQKGIKNDKNPYNYYFHVYERKNLLS. The pIC50 is 7.5. (3) The drug is Clc1cc2c(NC3CCCC3)nnc(-c3ccncc3)c2cc1Cl. The target protein sequence is MKWLGESKIMVVNGRRNGGKLSNDHQQNQSKLQHTGKDTLKAGKNAVERRSNRCNGNSGFEGQSRYVPSSGMSAKELCENDDLATSLVLDPYLGFQTHKMNTSAFPSRSSRHFSKSDSFSHNNPVRFRPIKGRQEELKEVIERFKKDEHLEKAFKCLTSGEWARHYFLNKNKMQEKLFKEHVFIYLRMFATDSGFEILPCNRYSSEQNGAKIVATKEWKRNDKIELLVGCIAELSEIEENMLLRHGENDFSVMYSTRKNCAQLWLGPAAFINHDCRPNCKFVSTGRDTACVKALRDIEPGEEISCYYGDGFFGENNEFCECYTCERRGTGAFKSRVGLPAPAPVINSKYGLRETDKRLNRLKKLGDSSKNSDSQSVSSNTDADTTQEKNNATSNRKSSVGVKKNSKSRTLTRQSMSRIPASSNSTSSKLTHINNSRVPKKLKKPAKPLLSKIKLRNHCKRLEQKNASRKLEMGNLVLKEPKVVLYKNLPIKKDKEPEGPA.... The pIC50 is 7.6. (4) The small molecule is C#CCO[C@@H]1[C@@H](C)[C@H](O)[C@@H](C)C(=O)O[C@H](CC)C(C)(C)[C@@H]2OC(C)(C)O[C@H]([C@@H]2C)[C@H](C)C[C@@]1(C)O. The target protein (P11797) has sequence MSTRKAVIGYYFIPTNQINNYTETDTSVVPFPVSNITPAKAKQLTHINFSFLDINSNLECAWDPATNDAKARDVVNRLTALKAHNPSLRIMFSIGGWYYSNDLGVSHANYVNAVKTPAARTKFAQSCVRIMKDYGFDGVDIDWEYPQAAEVDGFIAALQEIRTLLNQQTIADGRQALPYQLTIAGAGGAFFLSRYYSKLAQIVAPLDYINLMTYDLAGPWEKITNHQAALFGDAAGPTFYNALREANLGWSWEELTRAFPSPFSLTVDAAVQQHLMMEGVPSAKIVMGVPFYGRAFKGVSGGNGGQYSSHSTPGEDPYPNADYWLVGCDECVRDKDPRIASYRQLEQMLQGNYGYQRLWNDKTKTPYLYHAQNGLFVTYDDAESFKYKAKYIKQQQLGGVMFWHLGQDNRNGDLLAALDRYFNAADYDDSQLDMGTGLRYTGVGPGNLPIMTAPAYVPGTTYAQGALVSYQGYVWQTKWGYITSAPGSDSAWLKVGRLA. The pIC50 is 3.5. (5) The small molecule is N#Cc1ccc(-c2cnc3ccc(N[C@H]4CCCC[C@@H]4O)nn23)cc1. The target protein sequence is MKDILSNYSNLIYLNKYVKEKDKYINDYRIIRTLNQGKFNKIILCEKDNKFYALKKYEKSLLEKKRDFTKSNNDKISIKSKYDDFKNELQIITDIKNEYCLTCEGIITNYDEVYIIYEYMENDSILKFDEYFFVLDKNYTCFIPIQVIKCIIKSVLNSFSYIHNEKNICHRDVKPSNILMDKNGRVKLSDFGESEYMVDKKIKGSRGTYEFMPPEFFSNESSYNGAKVDIWSLGICLYVMFYNVVPFSLKISLVELFNNIRTKNIEYPLDRNHFLYPLTNKKSTCSNNFLSNEDIDFLKLFLRKNPAERITSEDALVTAK. The pIC50 is 6.7. (6) The small molecule is Cn1cc(-c2ccncc2)c(-c2ccc(OCc3cc(CCCF)c4ccccc4n3)cc2)n1. The target protein (Q13370) has sequence MRRDERDAKAMRSLQPPDGAGSPPESLRNGYVKSCVSPLRQDPPRGFFFHLCRFCNVELRPPPASPQQPRRCSPFCRARLSLGALAAFVLALLLGAEPESWAAGAAWLRTLLSVCSHSLSPLFSIACAFFFLTCFLTRTKRGPGPGRSCGSWWLLALPACCYLGDFLVWQWWSWPWGDGDAGSAAPHTPPEAAAGRLLLVLSCVGLLLTLAHPLRLRHCVLVLLLASFVWWVSFTSLGSLPSALRPLLSGLVGGAGCLLALGLDHFFQIREAPLHPRLSSAAEEKVPVIRPRRRSSCVSLGETAASYYGSCKIFRRPSLPCISREQMILWDWDLKQWYKPHYQNSGGGNGVDLSVLNEARNMVSDLLTDPSLPPQVISSLRSISSLMGAFSGSCRPKINPLTPFPGFYPCSEIEDPAEKGDRKLNKGLNRNSLPTPQLRRSSGTSGLLPVEQSSRWDRNNGKRPHQEFGISSQGCYLNGPFNSNLLTIPKQRSSSVSLTH.... The pIC50 is 4.7.